Task: Predict the product of the given reaction.. Dataset: Forward reaction prediction with 1.9M reactions from USPTO patents (1976-2016) The product is: [F:1][C:2]1[C:3]([O:44][CH2:45][O:46][CH2:47][CH2:48][Si:49]([CH3:52])([CH3:50])[CH3:51])=[CH:4][C:5]([CH2:39][C:40]([F:42])([F:43])[F:41])=[C:6]([C:8]2[N:13]=[C:12]([NH:14][CH2:15][C:16]3[CH:21]=[CH:20][CH:19]=[CH:18][C:17]=3[N:22]([CH3:23])[C:63]([N:57]([CH3:62])[CH3:56])=[O:66])[C:11]3[C:24]([C:35]([NH:37][CH3:38])=[O:36])=[N:25][N:26]([CH2:27][O:28][CH2:29][CH2:30][Si:31]([CH3:34])([CH3:32])[CH3:33])[C:10]=3[CH:9]=2)[CH:7]=1. Given the reactants [F:1][C:2]1[C:3](F)([O:44][CH2:45][O:46][CH2:47][CH2:48][Si:49]([CH3:52])([CH3:51])[CH3:50])[CH2:4][C:5]([CH2:39][C:40]([F:43])([F:42])[F:41])=[C:6]([C:8]2[N:13]=[C:12]([NH:14][CH2:15][C:16]3[CH:21]=[CH:20][CH:19]=[CH:18][C:17]=3[NH:22][CH3:23])[C:11]3[C:24]([C:35]([NH:37][CH3:38])=[O:36])=[N:25][N:26]([CH2:27][O:28][CH2:29][CH2:30][Si:31]([CH3:34])([CH3:33])[CH3:32])[C:10]=3[CH:9]=2)[CH:7]=1.[H-].[Na+].[CH3:56][N:57]([CH3:62])S(Cl)(=O)=O.[C:63](=[O:66])([O-])[O-].[Cs+].[Cs+].CI, predict the reaction product.